This data is from Full USPTO retrosynthesis dataset with 1.9M reactions from patents (1976-2016). The task is: Predict the reactants needed to synthesize the given product. (1) The reactants are: [Cl:1][C:2]1[CH:3]=[C:4]([CH:30]=[CH:31][CH:32]=1)[CH2:5][NH:6][C:7]([C:9]1O[CH:11]=[C:12]([C:24](=[O:29])[C:25]([CH3:28])([CH3:27])[CH3:26])[C:13](=[O:23])[C:14]=1[O:15][CH2:16][C:17]1[CH:22]=[CH:21][CH:20]=[CH:19][CH:18]=1)=[O:8].C(O)C.[NH2:36][CH2:37][CH2:38][OH:39]. Given the product [Cl:1][C:2]1[CH:3]=[C:4]([CH:30]=[CH:31][CH:32]=1)[CH2:5][NH:6][C:7]([C:9]1[N:36]([CH2:37][CH2:38][OH:39])[CH:11]=[C:12]([C:24](=[O:29])[C:25]([CH3:27])([CH3:26])[CH3:28])[C:13](=[O:23])[C:14]=1[O:15][CH2:16][C:17]1[CH:18]=[CH:19][CH:20]=[CH:21][CH:22]=1)=[O:8], predict the reactants needed to synthesize it. (2) Given the product [CH2:3]([C:2]1[O:28][N:27]=[C:26]([CH2:25][N:16]2[C:15](=[O:14])[C:23]3[C:18](=[CH:19][CH:20]=[CH:21][CH:22]=3)[C:17]2=[O:24])[CH:1]=1)[CH2:4][CH2:5][CH3:6], predict the reactants needed to synthesize it. The reactants are: [CH:1]#[C:2][CH2:3][CH2:4][CH2:5][CH3:6].C(N(CC)CC)C.[O:14]=[C:15]1[C:23]2[C:18](=[CH:19][CH:20]=[CH:21][CH:22]=2)[C:17](=[O:24])[N:16]1[CH2:25][C:26](Cl)=[N:27][OH:28]. (3) Given the product [OH:1][C:2]([C:27]1[CH:36]=[CH:35][C:30]([C:31]([OH:33])=[O:32])=[CH:29][CH:28]=1)([C:4]1[CH:5]=[N:6][N:7]([C:9]2[CH:14]=[C:13]([NH:15][C:16]3[N:21]=[C:20]([C:22]([F:24])([F:23])[F:25])[CH:19]=[CH:18][N:17]=3)[CH:12]=[C:11]([CH3:26])[CH:10]=2)[CH:8]=1)[CH3:3], predict the reactants needed to synthesize it. The reactants are: [OH:1][C:2]([C:27]1[CH:36]=[CH:35][C:30]([C:31]([O:33]C)=[O:32])=[CH:29][CH:28]=1)([C:4]1[CH:5]=[N:6][N:7]([C:9]2[CH:14]=[C:13]([NH:15][C:16]3[N:21]=[C:20]([C:22]([F:25])([F:24])[F:23])[CH:19]=[CH:18][N:17]=3)[CH:12]=[C:11]([CH3:26])[CH:10]=2)[CH:8]=1)[CH3:3].O.[OH-].[Li+].C(=O)(O)[O-].[Na+].